From a dataset of NCI-60 drug combinations with 297,098 pairs across 59 cell lines. Regression. Given two drug SMILES strings and cell line genomic features, predict the synergy score measuring deviation from expected non-interaction effect. (1) Drug 1: CC1=C(C=C(C=C1)NC2=NC=CC(=N2)N(C)C3=CC4=NN(C(=C4C=C3)C)C)S(=O)(=O)N.Cl. Drug 2: C1C(C(OC1N2C=NC3=C2NC=NCC3O)CO)O. Cell line: NCI-H522. Synergy scores: CSS=1.15, Synergy_ZIP=-1.09, Synergy_Bliss=-1.97, Synergy_Loewe=-2.48, Synergy_HSA=-1.74. (2) Drug 1: C1CC(=O)NC(=O)C1N2CC3=C(C2=O)C=CC=C3N. Drug 2: C1=NC(=NC(=O)N1C2C(C(C(O2)CO)O)O)N. Cell line: HOP-92. Synergy scores: CSS=8.33, Synergy_ZIP=-3.87, Synergy_Bliss=-0.762, Synergy_Loewe=1.05, Synergy_HSA=1.09.